The task is: Predict the reactants needed to synthesize the given product.. This data is from Full USPTO retrosynthesis dataset with 1.9M reactions from patents (1976-2016). The reactants are: [NH2:1][CH:2]1[CH2:7][CH2:6][N:5]([CH2:8][CH2:9][N:10]2[C:15]3[CH:16]=[C:17]([N+:20]([O-:22])=[O:21])[CH:18]=[CH:19][C:14]=3[O:13][CH2:12][C:11]2=[O:23])[CH2:4][CH2:3]1.[O:24]=[C:25]1[CH2:30][O:29][C:28]2[CH:31]=[CH:32][C:33]([CH:35]=O)=[N:34][C:27]=2[NH:26]1.C([BH3-])#N.[Na+]. Given the product [N+:20]([C:17]1[CH:18]=[CH:19][C:14]2[O:13][CH2:12][C:11](=[O:23])[N:10]([CH2:9][CH2:8][N:5]3[CH2:6][CH2:7][CH:2]([NH:1][CH2:35][C:33]4[CH:32]=[CH:31][C:28]5[O:29][CH2:30][C:25](=[O:24])[NH:26][C:27]=5[N:34]=4)[CH2:3][CH2:4]3)[C:15]=2[CH:16]=1)([O-:22])=[O:21], predict the reactants needed to synthesize it.